This data is from NCI-60 drug combinations with 297,098 pairs across 59 cell lines. The task is: Regression. Given two drug SMILES strings and cell line genomic features, predict the synergy score measuring deviation from expected non-interaction effect. (1) Drug 1: CS(=O)(=O)C1=CC(=C(C=C1)C(=O)NC2=CC(=C(C=C2)Cl)C3=CC=CC=N3)Cl. Drug 2: C(CC(=O)O)C(=O)CN.Cl. Cell line: HCT116. Synergy scores: CSS=3.74, Synergy_ZIP=-0.879, Synergy_Bliss=-0.976, Synergy_Loewe=-2.10, Synergy_HSA=-1.89. (2) Drug 1: CC1CCC2CC(C(=CC=CC=CC(CC(C(=O)C(C(C(=CC(C(=O)CC(OC(=O)C3CCCCN3C(=O)C(=O)C1(O2)O)C(C)CC4CCC(C(C4)OC)O)C)C)O)OC)C)C)C)OC. Drug 2: C1CNP(=O)(OC1)N(CCCl)CCCl. Cell line: HL-60(TB). Synergy scores: CSS=-38.2, Synergy_ZIP=15.9, Synergy_Bliss=-2.19, Synergy_Loewe=-43.9, Synergy_HSA=-42.8.